This data is from Full USPTO retrosynthesis dataset with 1.9M reactions from patents (1976-2016). The task is: Predict the reactants needed to synthesize the given product. (1) The reactants are: [NH2:1][C@@H:2]1[CH2:7][CH2:6][C@H:5]([NH:8][C:9](=[O:23])[C:10]2[CH:15]=[CH:14][C:13]([C:16]3[CH:21]=[CH:20][CH:19]=[C:18]([F:22])[CH:17]=3)=[N:12][CH:11]=2)[CH2:4][CH2:3]1.C1C=NC2N(O)N=NC=2C=1.[OH:34][C:35]([CH3:40])([CH3:39])[C:36](O)=[O:37].C(Cl)CCl. Given the product [F:22][C:18]1[CH:17]=[C:16]([C:13]2[CH:14]=[CH:15][C:10]([C:9]([NH:8][C@H:5]3[CH2:4][CH2:3][C@@H:2]([NH:1][C:36](=[O:37])[C:35]([OH:34])([CH3:40])[CH3:39])[CH2:7][CH2:6]3)=[O:23])=[CH:11][N:12]=2)[CH:21]=[CH:20][CH:19]=1, predict the reactants needed to synthesize it. (2) Given the product [ClH:1].[O:27]1[C:28]2[CH:33]=[CH:32][CH:31]=[CH:30][C:29]=2[C:25]([CH:23]2[CH2:22][NH:21][CH2:24]2)=[CH:26]1, predict the reactants needed to synthesize it. The reactants are: [Cl:1]C(OC(Cl)C)=O.C([N:21]1[CH2:24][CH:23]([C:25]2[C:29]3[CH:30]=[CH:31][CH:32]=[CH:33][C:28]=3[O:27][CH:26]=2)[CH2:22]1)(C1C=CC=CC=1)C1C=CC=CC=1.C(O)C. (3) Given the product [CH3:2][O:3][C:4](=[O:7])[CH2:5][NH:6][C:68]([C:63]1[CH:62]=[CH:61][C:60]2[C:65](=[CH:66][CH:67]=[C:58]([C:38]([CH2:36][CH3:37])([C:41]3[CH:46]=[CH:45][C:44]([O:47][CH:48]([CH2:55][CH3:56])[CH:49]([OH:54])[C:50]([CH3:51])([CH3:52])[CH3:53])=[C:43]([CH3:57])[CH:42]=3)[CH2:39][CH3:40])[CH:59]=2)[CH:64]=1)=[O:69], predict the reactants needed to synthesize it. The reactants are: Cl.[CH3:2][O:3][C:4](=[O:7])[CH2:5][NH2:6].C1C=CC2N(O)N=NC=2C=1.CCN=C=NCCCN(C)C.CCN(CC)CC.[CH2:36]([C:38]([C:58]1[CH:59]=[C:60]2[C:65](=[CH:66][CH:67]=1)[CH:64]=[C:63]([C:68](O)=[O:69])[CH:62]=[CH:61]2)([C:41]1[CH:46]=[CH:45][C:44]([O:47][CH:48]([CH2:55][CH3:56])[CH:49]([OH:54])[C:50]([CH3:53])([CH3:52])[CH3:51])=[C:43]([CH3:57])[CH:42]=1)[CH2:39][CH3:40])[CH3:37]. (4) Given the product [CH3:2][CH3:7].[Cl:36][C:26]1[CH:25]=[CH:24][C:23]([O:22][C:21]2[CH:37]=[CH:38][C:18]([CH2:17][N:8]([CH2:9][C:10]3[CH:15]=[CH:14][CH:13]=[CH:12][C:11]=3[F:16])[C:4]3[CH:5]=[CH:6][CH:7]=[C:2]([NH:1][S:41]([CH3:40])(=[O:43])=[O:42])[C:3]=3[CH3:39])=[CH:19][CH:20]=2)=[CH:35][C:27]=1[O:28][CH2:29][C:30]([O:32][CH2:33][CH3:34])=[O:31], predict the reactants needed to synthesize it. The reactants are: [NH2:1][C:2]1[C:3]([CH3:39])=[C:4]([N:8]([CH2:17][C:18]2[CH:38]=[CH:37][C:21]([O:22][C:23]3[CH:24]=[CH:25][C:26]([Cl:36])=[C:27]([CH:35]=3)[O:28][CH2:29][C:30]([O:32][CH2:33][CH3:34])=[O:31])=[CH:20][CH:19]=2)[CH2:9][C:10]2[CH:15]=[CH:14][CH:13]=[CH:12][C:11]=2[F:16])[CH:5]=[CH:6][CH:7]=1.[CH3:40][S:41](Cl)(=[O:43])=[O:42].